This data is from hERG potassium channel inhibition data for cardiac toxicity prediction from Karim et al.. The task is: Regression/Classification. Given a drug SMILES string, predict its toxicity properties. Task type varies by dataset: regression for continuous values (e.g., LD50, hERG inhibition percentage) or binary classification for toxic/non-toxic outcomes (e.g., AMES mutagenicity, cardiotoxicity, hepatotoxicity). Dataset: herg_karim. (1) The drug is CC(C)[C@]1(C(=O)NCc2cc(C(F)(F)F)cc(C(F)(F)F)c2)CC[C@@H](N2CCC(c3cncnc3)CC2)C1. The result is 1 (blocker). (2) The result is 1 (blocker). The drug is COc1ccccc1Oc1ccccc1CN1CCC2(CC1)CCN(C(=O)c1cc[n+]([O-])cc1)CC2. (3) The compound is CCN1CCN(C(=O)Cc2ccc(Nc3ncc(F)c(Nc4ccc(C(=O)Nc5ccccc5Cl)cc4)n3)cc2)CC1. The result is 0 (non-blocker). (4) The molecule is COc1cccc2c(NCc3ccccc3)nc(-n3c(N)nc4ccccc43)nc12. The result is 0 (non-blocker). (5) The compound is CC(C)C[C@@H](N)[C@H](O)C(=O)N[C@H](C(=O)N[C@H](C(=O)N[C@@H](CC(=O)O)C(=O)O)C(C)C)C(C)C. The result is 0 (non-blocker). (6) The molecule is CC(C)N(Cc1ccc(Cl)c(Cl)c1)CC1CNC1. The result is 1 (blocker).